This data is from Forward reaction prediction with 1.9M reactions from USPTO patents (1976-2016). The task is: Predict the product of the given reaction. The product is: [F:18][C:19]1[CH:30]=[CH:29][C:22]([C:23]([C:2]2[CH:10]=[CH:9][C:8]([O:11][CH3:12])=[CH:7][C:3]=2[C:4]([OH:6])=[O:5])=[O:24])=[CH:21][CH:20]=1. Given the reactants Br[C:2]1[CH:10]=[CH:9][C:8]([O:11][CH3:12])=[CH:7][C:3]=1[C:4]([OH:6])=[O:5].C([Li])CCC.[F:18][C:19]1[CH:30]=[CH:29][C:22]([C:23](N(OC)C)=[O:24])=[CH:21][CH:20]=1, predict the reaction product.